Dataset: Forward reaction prediction with 1.9M reactions from USPTO patents (1976-2016). Task: Predict the product of the given reaction. (1) Given the reactants [F:1][C:2]([F:23])([F:22])[C:3]1[CH:4]=[C:5]([C:13](=O)[CH2:14][C:15](=O)[C:16]([F:19])([F:18])[F:17])[CH:6]=[CH:7][C:8]=1[C:9]([F:12])([F:11])[F:10].[NH2:24][C:25]1[C:29]([C:30]2[CH:35]=[CH:34][N:33]=[C:32]([CH3:36])[CH:31]=2)=[CH:28][NH:27][N:26]=1, predict the reaction product. The product is: [F:1][C:2]([F:23])([F:22])[C:3]1[CH:4]=[C:5]([C:13]2[CH:14]=[C:15]([C:16]([F:19])([F:18])[F:17])[N:26]3[N:27]=[CH:28][C:29]([C:30]4[CH:35]=[CH:34][N:33]=[C:32]([CH3:36])[CH:31]=4)=[C:25]3[N:24]=2)[CH:6]=[CH:7][C:8]=1[C:9]([F:12])([F:11])[F:10]. (2) The product is: [C:6]([NH:8][NH2:9])(=[O:7])[C:5]1[CH:10]=[CH:11][CH:2]=[CH:3][CH:4]=1.[Cl:1][C:2]1[CH:11]=[CH:10][C:5]([C:6]([NH:8][NH:9][C:23](=[O:24])[C@H:22]([NH:21][C:15]2[CH:16]=[CH:17][C:18]([C:19]#[N:20])=[C:13]([Cl:12])[C:14]=2[CH3:29])[C@H:26]([OH:28])[CH3:27])=[O:7])=[CH:4][CH:3]=1. Given the reactants [Cl:1][C:2]1[CH:11]=[CH:10][C:5]([C:6]([NH:8][NH2:9])=[O:7])=[CH:4][CH:3]=1.[Cl:12][C:13]1[C:14]([CH3:29])=[C:15]([NH:21][C@H:22]([C@H:26]([OH:28])[CH3:27])[C:23](O)=[O:24])[CH:16]=[CH:17][C:18]=1[C:19]#[N:20], predict the reaction product. (3) Given the reactants C12(CS(O)(=O)=O)C(C)(C)C(CC1)CC2=O.[NH2:16][C:17]1[CH:18]=[CH:19][C:20]2[CH2:26][CH2:25][CH2:24][C:23](=[O:27])[NH:22][C:21]=2[CH:28]=1.[CH:29]1([CH2:32][NH:33][C:34](=[O:51])[C:35]2[CH:40]=[CH:39][CH:38]=[C:37]([F:41])[C:36]=2[NH:42][C:43]2[C:48]([Cl:49])=[CH:47][N:46]=[C:45](Cl)[N:44]=2)[CH2:31][CH2:30]1.C(O)(C)C, predict the reaction product. The product is: [Cl:49][C:48]1[C:43]([NH:42][C:36]2[C:37]([F:41])=[CH:38][CH:39]=[CH:40][C:35]=2[C:34]([NH:33][CH2:32][CH:29]2[CH2:31][CH2:30]2)=[O:51])=[N:44][C:45]([NH:16][C:17]2[CH:18]=[CH:19][C:20]3[CH2:26][CH2:25][CH2:24][C:23](=[O:27])[NH:22][C:21]=3[CH:28]=2)=[N:46][CH:47]=1. (4) Given the reactants [CH2:1]([O:3][C:4](=[O:36])[N:5]([CH:12]([C:20]1[CH:25]=[CH:24][C:23]([O:26][CH2:27][C:28]2[CH:33]=[CH:32][CH:31]=[CH:30][CH:29]=2)=[C:22]([O:34][CH3:35])[CH:21]=1)[CH2:13][C:14]1[CH:19]=[CH:18][CH:17]=[CH:16][CH:15]=1)[CH2:6][CH:7](OC)OC)[CH3:2].Cl.[OH-].[Na+].[C:40](OCC)(=[O:42])C.CCCCCC, predict the reaction product. The product is: [CH2:1]([O:3][C:4]([N:5]1[CH:6]=[CH:7][C:25]2[C:20](=[CH:21][C:22]([O:34][CH3:35])=[C:23]([O:26][CH2:27][C:28]3[CH:29]=[CH:30][CH:31]=[CH:32][CH:33]=3)[CH:24]=2)[CH:12]1[CH2:13][C:14]1[CH:15]=[CH:16][CH:17]=[C:18]([O:42][CH3:40])[CH:19]=1)=[O:36])[CH3:2]. (5) Given the reactants [F:1][C:2]1[CH:20]=[CH:19][C:5]([CH2:6][NH:7][C:8]2[CH:9]=[CH:10][C:11]3[N:12]([C:14]([NH2:18])=[C:15]([CH3:17])[N:16]=3)[N:13]=2)=[CH:4][CH:3]=1.[C:21](Cl)(=[O:28])[C:22]1[CH:27]=[CH:26][CH:25]=[CH:24][CH:23]=1, predict the reaction product. The product is: [F:1][C:2]1[CH:3]=[CH:4][C:5]([CH2:6][NH:7][C:8]2[CH:9]=[CH:10][C:11]3[N:12]([C:14]([NH:18][C:21](=[O:28])[C:22]4[CH:27]=[CH:26][CH:25]=[CH:24][CH:23]=4)=[C:15]([CH3:17])[N:16]=3)[N:13]=2)=[CH:19][CH:20]=1.